Dataset: Full USPTO retrosynthesis dataset with 1.9M reactions from patents (1976-2016). Task: Predict the reactants needed to synthesize the given product. (1) Given the product [CH3:39][N:33]1[CH2:38][CH2:37][N:36]([C:13]2[CH:12]=[C:11]([C:14]3[CH:15]=[C:16]4[C:26]5[C:21](=[CH:22][N:23]=[C:24]([C:27]6[CH:28]=[N:29][CH:30]=[CH:31][CH:32]=6)[CH:25]=5)[NH:20][C:17]4=[N:18][CH:19]=3)[CH:10]=[CH:9][CH:8]=2)[CH2:35][CH2:34]1, predict the reactants needed to synthesize it. The reactants are: CN1CCN([C:8]2[CH:13]=[CH:12][C:11]([C:14]3[CH:15]=[C:16]4[C:26]5[C:21](=[CH:22][N:23]=[C:24]([C:27]6[CH:28]=[N:29][CH:30]=[CH:31][CH:32]=6)[CH:25]=5)[NH:20][C:17]4=[N:18][CH:19]=3)=[CH:10][CH:9]=2)CC1.[N:33]1([C:39]2C=C(C3C=C4C5C(=CN=C(C6C=NC=CC=6)C=5)NC4=NC=3)C=CC=2)[CH2:38][CH2:37][NH:36][CH2:35][CH2:34]1. (2) Given the product [Cl:7][C:8]1[N:13]=[C:12]([CH3:14])[N:11]=[C:10]([N:15]([CH2:17][C:18]2[CH:23]=[CH:22][C:21]([O:4][CH3:1])=[CH:20][CH:19]=2)[CH2:17][C:18]2[CH:23]=[CH:22][C:21]([O:24][CH3:25])=[CH:20][CH:19]=2)[N:9]=1, predict the reactants needed to synthesize it. The reactants are: [C:1](=[O:4])([O-])[O-].[Cs+].[Cs+].[Cl:7][C:8]1[N:13]=[C:12]([CH3:14])[N:11]=[C:10]([NH2:15])[N:9]=1.Cl[CH2:17][C:18]1[CH:23]=[CH:22][C:21]([O:24][CH3:25])=[CH:20][CH:19]=1. (3) Given the product [CH3:8][C:6]1[CH:5]=[CH:4][C:3]([S:9][C:10]2[CH:15]=[CH:14][C:13]([O:16][C:17]3[CH:22]=[CH:21][CH:20]=[CH:19][CH:18]=3)=[CH:12][CH:11]=2)=[C:2]([NH2:1])[CH:7]=1, predict the reactants needed to synthesize it. The reactants are: [NH2:1][C:2]1[CH:7]=[C:6]([CH3:8])[CH:5]=[CH:4][C:3]=1[S:9][C:10]1[CH:15]=[CH:14][C:13]([OH:16])=[CH:12][CH:11]=1.[C:17]1(B(O)O)[CH:22]=[CH:21][CH:20]=[CH:19][CH:18]=1.C(N(CC)CC)C. (4) Given the product [O:16]1[CH:20]=[CH:19][C:18]([C:21]2[CH:22]=[C:23]([C:24]([O:26][CH2:27][CH3:28])=[O:25])[N:6]([CH2:5][CH2:4][C:3]([F:9])([F:8])[F:2])[N:7]=2)=[N:17]1, predict the reactants needed to synthesize it. The reactants are: Cl.[F:2][C:3]([F:9])([F:8])[CH2:4][CH2:5][NH:6][NH2:7].C(=O)([O-])[O-].[K+].[K+].[O:16]1[CH:20]=[CH:19][C:18]([C:21](=O)[CH:22]=[C:23](N(OC)C)[C:24]([O:26][CH2:27][CH3:28])=[O:25])=[N:17]1.Cl.